Task: Predict the product of the given reaction.. Dataset: Forward reaction prediction with 1.9M reactions from USPTO patents (1976-2016) (1) Given the reactants [H-].[Na+].[Cl:3][C:4]1[CH:9]=[CH:8][CH:7]=[CH:6][C:5]=1[NH:10][C:11]([C:13]1[S:26][C:16]2[C:17]3[CH:25]=[N:24][CH:23]=[CH:22][C:18]=3[O:19][CH2:20][CH2:21][C:15]=2[CH:14]=1)=[O:12].[CH3:27]I.O, predict the reaction product. The product is: [Cl:3][C:4]1[CH:9]=[CH:8][CH:7]=[CH:6][C:5]=1[N:10]([CH3:27])[C:11]([C:13]1[S:26][C:16]2[C:17]3[CH:25]=[N:24][CH:23]=[CH:22][C:18]=3[O:19][CH2:20][CH2:21][C:15]=2[CH:14]=1)=[O:12]. (2) The product is: [Br:1][C:2]1[CH:7]=[C:6]([CH2:8][C:9]2[CH:10]=[CH:11][C:12]([O:15][CH2:16][CH3:17])=[CH:13][CH:14]=2)[C:5]([Cl:18])=[CH:4][C:3]=1[CH2:19][CH2:20][CH2:21][O:22][CH2:26][C:27]#[C:28][CH3:29]. Given the reactants [Br:1][C:2]1[CH:7]=[C:6]([CH2:8][C:9]2[CH:14]=[CH:13][C:12]([O:15][CH2:16][CH3:17])=[CH:11][CH:10]=2)[C:5]([Cl:18])=[CH:4][C:3]=1[CH2:19][CH2:20][CH2:21][OH:22].[H-].[Na+].Br[CH2:26][C:27]#[C:28][CH3:29], predict the reaction product. (3) The product is: [C:1]([O:5][C@@H:6]([C:10]1[C:35]([CH3:36])=[CH:34][C:13]2[N:14]=[C:15]([N:17]3[CH2:22][CH2:21][NH:20][CH:19]([C:23]4[CH:24]=[C:25]5[C:29](=[CH:30][CH:31]=4)[N:28]([CH3:32])[N:27]=[CH:26]5)[C:18]3=[O:33])[S:16][C:12]=2[C:11]=1[C:37]1[CH:42]=[CH:41][C:40]([Cl:43])=[CH:39][CH:38]=1)[C:7]([OH:9])=[O:8])([CH3:4])([CH3:2])[CH3:3]. Given the reactants [C:1]([O:5][C@@H:6]([C:10]1[C:35]([CH3:36])=[CH:34][C:13]2[N:14]=[C:15]([N:17]3[CH:22]=[CH:21][N:20]=[C:19]([C:23]4[CH:24]=[C:25]5[C:29](=[CH:30][CH:31]=4)[N:28]([CH3:32])[N:27]=[CH:26]5)[C:18]3=[O:33])[S:16][C:12]=2[C:11]=1[C:37]1[CH:42]=[CH:41][C:40]([Cl:43])=[CH:39][CH:38]=1)[C:7]([OH:9])=[O:8])([CH3:4])([CH3:3])[CH3:2].C(O[C@@H](C1C(C)=CC2N=C(N3CCNC(C4C=C5C(=CC=4)N(C)N=C5)C3=O)SC=2C=1C1C=CC(Cl)=CC=1)C(OCC)=O)(C)(C)C, predict the reaction product. (4) Given the reactants Cl[CH2:2][CH2:3][CH2:4][O:5][C:6]1[C:32]([O:33][CH3:34])=[CH:31][C:9]2[CH:10]=[C:11]3[C:16](=[CH:17][C:8]=2[CH:7]=1)[N:15]=[CH:14][C:13]([C:18]#[N:19])=[C:12]3[NH:20][C:21]1[CH:26]=[C:25]([O:27][CH3:28])[C:24]([Cl:29])=[CH:23][C:22]=1[Cl:30].[NH:35]1[CH2:40][CH2:39][O:38][CH2:37][CH2:36]1.[I-].[Na+], predict the reaction product. The product is: [Cl:30][C:22]1[CH:23]=[C:24]([Cl:29])[C:25]([O:27][CH3:28])=[CH:26][C:21]=1[NH:20][C:12]1[C:11]2[C:16](=[CH:17][C:8]3[CH:7]=[C:6]([O:5][CH2:4][CH2:3][CH2:2][N:35]4[CH2:40][CH2:39][O:38][CH2:37][CH2:36]4)[C:32]([O:33][CH3:34])=[CH:31][C:9]=3[CH:10]=2)[N:15]=[CH:14][C:13]=1[C:18]#[N:19]. (5) The product is: [F:29][C:17]([F:16])([F:28])[C:18]1[CH:19]=[C:20]([S:24]([NH:13][C:11]2[CH:10]=[CH:9][CH:8]=[C:7]([CH2:6][O:5][CH2:4][CH2:3][C:2]([F:1])([F:14])[F:15])[N:12]=2)(=[O:25])=[O:26])[CH:21]=[CH:22][CH:23]=1. Given the reactants [F:1][C:2]([F:15])([F:14])[CH2:3][CH2:4][O:5][CH2:6][C:7]1[N:12]=[C:11]([NH2:13])[CH:10]=[CH:9][CH:8]=1.[F:16][C:17]([F:29])([F:28])[C:18]1[CH:19]=[C:20]([S:24](Cl)(=[O:26])=[O:25])[CH:21]=[CH:22][CH:23]=1, predict the reaction product. (6) Given the reactants [CH:1]1([C:4]2[C:5]([O:14][CH2:15][C:16]3([CH3:24])[CH2:23][CH2:22][C:19]4([CH2:21][CH2:20]4)[CH2:18][CH2:17]3)=[CH:6][C:7]([F:13])=[C:8]([CH:12]=2)[C:9](O)=[O:10])[CH2:3][CH2:2]1.Cl.C(N=C=NCCCN(C)C)C.[CH3:37][S:38]([NH2:41])(=[O:40])=[O:39], predict the reaction product. The product is: [CH:1]1([C:4]2[C:5]([O:14][CH2:15][C:16]3([CH3:24])[CH2:23][CH2:22][C:19]4([CH2:21][CH2:20]4)[CH2:18][CH2:17]3)=[CH:6][C:7]([F:13])=[C:8]([CH:12]=2)[C:9]([NH:41][S:38]([CH3:37])(=[O:40])=[O:39])=[O:10])[CH2:3][CH2:2]1.